Task: Predict the reaction yield, written as a fraction of the theoretical maximum amount of product (1.0 means a 100% yield; for example, 0.34 means a 34% yield).. Dataset: Reaction yield outcomes from USPTO patents with 853,638 reactions (1) The reactants are C([O:3][C:4]([C:6]1[CH:7]=[N:8][C:9]2[C:14]([C:15]=1[OH:16])=[CH:13][CH:12]=[CH:11][CH:10]=2)=[O:5])C. The catalyst is [OH-].[Na+]. The product is [O:16]=[C:15]1[C:14]2[C:9](=[CH:10][CH:11]=[CH:12][CH:13]=2)[NH:8][CH:7]=[C:6]1[C:4]([OH:5])=[O:3]. The yield is 0.920. (2) The reactants are [OH-].[Na+].Cl.[NH2:4][CH2:5][C:6]([O:8][CH2:9][CH3:10])=[O:7].[C:11]([O:15][CH2:16][CH3:17])(=[O:14])[CH:12]=[CH2:13]. The yield is 0.610. The product is [CH2:16]([O:15][C:11](=[O:14])[CH2:12][CH2:13][NH:4][CH2:5][C:6]([O:8][CH2:9][CH3:10])=[O:7])[CH3:17]. The catalyst is O. (3) The reactants are [C:1]([O:5][C:6]([NH:8][C@@:9]([CH2:27][CH:28]=O)([CH2:14][CH2:15][CH2:16][CH2:17][B:18]1[O:22][C:21]([CH3:24])([CH3:23])[C:20]([CH3:26])([CH3:25])[O:19]1)[C:10]([O:12][CH3:13])=[O:11])=[O:7])([CH3:4])([CH3:3])[CH3:2].[CH2:30]1[C:39]2[C:34](=[CH:35][CH:36]=[CH:37][CH:38]=2)[CH2:33][C@@H:32]([CH2:40][OH:41])[NH:31]1.C(O[BH-](OC(=O)C)OC(=O)C)(=O)C.[Na+]. The yield is 0.930. The product is [C:1]([O:5][C:6]([NH:8][C@@:9]([CH2:27][CH2:28][N:31]1[C@H:32]([CH2:40][OH:41])[CH2:33][C:34]2[C:39](=[CH:38][CH:37]=[CH:36][CH:35]=2)[CH2:30]1)([CH2:14][CH2:15][CH2:16][CH2:17][B:18]1[O:19][C:20]([CH3:26])([CH3:25])[C:21]([CH3:24])([CH3:23])[O:22]1)[C:10]([O:12][CH3:13])=[O:11])=[O:7])([CH3:4])([CH3:3])[CH3:2]. The catalyst is ClCCCl.